Dataset: Forward reaction prediction with 1.9M reactions from USPTO patents (1976-2016). Task: Predict the product of the given reaction. (1) Given the reactants [CH:1]1([N:5]2[CH2:10][CH2:9][CH:8]([O:11][C:12]3[CH:17]=[CH:16][C:15]([N+:18]([O-])=O)=[CH:14][CH:13]=3)[CH2:7][CH2:6]2)[CH2:4][CH2:3][CH2:2]1, predict the reaction product. The product is: [CH:1]1([N:5]2[CH2:10][CH2:9][CH:8]([O:11][C:12]3[CH:13]=[CH:14][C:15]([NH2:18])=[CH:16][CH:17]=3)[CH2:7][CH2:6]2)[CH2:4][CH2:3][CH2:2]1. (2) Given the reactants [CH3:1][C:2]1[NH:3][CH:4]=[CH:5][N:6]=1.C(OC([N:14]1[CH2:19][CH2:18][CH:17](OS(C)(=O)=O)[CH2:16][CH2:15]1)=O)(C)(C)C, predict the reaction product. The product is: [CH3:1][C:2]1[N:3]([CH:17]2[CH2:18][CH2:19][NH:14][CH2:15][CH2:16]2)[CH:4]=[CH:5][N:6]=1. (3) Given the reactants Br[C:2]1[CH:7]=[CH:6][C:5]([NH:8][C:9]([N:11]2[CH2:16][CH2:15][CH:14]([CH2:17][N:18]3[CH2:23][CH2:22][CH2:21][CH2:20][CH2:19]3)[CH2:13][CH2:12]2)=[O:10])=[CH:4][CH:3]=1.[F:24]C1C=CC=CC=1B(O)O.C([O-])([O-])=O.[Na+].[Na+].[C:40]1(C)[CH:45]=[CH:44][CH:43]=[CH:42][C:41]=1P([C:40]1[CH:45]=[CH:44][CH:43]=[CH:42][C:41]=1C)[C:40]1[CH:45]=[CH:44][CH:43]=[CH:42][C:41]=1C.N, predict the reaction product. The product is: [F:24][C:3]1[CH:4]=[C:5]([NH:8][C:9]([N:11]2[CH2:16][CH2:15][CH:14]([CH2:17][N:18]3[CH2:23][CH2:22][CH2:21][CH2:20][CH2:19]3)[CH2:13][CH2:12]2)=[O:10])[CH:6]=[CH:7][C:2]=1[C:40]1[CH:45]=[CH:44][CH:43]=[CH:42][CH:41]=1. (4) The product is: [CH3:20][O:1][CH2:2][C@H:3]1[C:7]([C:8]([O:10][CH3:11])=[O:9])=[CH:6][CH2:5][N:4]1[C:12]([O:14][CH2:15][CH:16]=[CH2:17])=[O:13]. Given the reactants [OH:1][CH2:2][C@H:3]1[C:7]([C:8]([O:10][CH3:11])=[O:9])=[CH:6][CH2:5][N:4]1[C:12]([O:14][CH2:15][CH:16]=[CH2:17])=[O:13].[H-].[Na+].[CH3:20]I, predict the reaction product.